From a dataset of Full USPTO retrosynthesis dataset with 1.9M reactions from patents (1976-2016). Predict the reactants needed to synthesize the given product. (1) Given the product [Cl:1][C:2]1[CH:3]=[CH:4][C:5]2[O:9][C:8]([CH:10]([NH:15][C:16]3[CH:21]=[CH:20][C:19]([C:22]([NH:24][CH2:25][CH2:26][C:27]([OH:29])=[O:28])=[O:23])=[CH:18][CH:17]=3)[CH2:11][CH:12]([CH3:14])[CH3:13])=[C:7]([CH3:32])[C:6]=2[CH:33]=1, predict the reactants needed to synthesize it. The reactants are: [Cl:1][C:2]1[CH:3]=[CH:4][C:5]2[O:9][C:8]([CH:10]([NH:15][C:16]3[CH:21]=[CH:20][C:19]([C:22]([NH:24][CH2:25][CH2:26][C:27]([O:29]CC)=[O:28])=[O:23])=[CH:18][CH:17]=3)[CH2:11][CH:12]([CH3:14])[CH3:13])=[C:7]([CH3:32])[C:6]=2[CH:33]=1.O1CCCC1.[OH-].[Na+]. (2) The reactants are: C(Cl)(=O)C(Cl)=O.CS(C)=O.[Cl:11][C:12]1[CH:17]=[CH:16][C:15]([C:18]2[CH2:23][CH2:22][CH2:21][CH2:20][C:19]=2[CH2:24][OH:25])=[CH:14][CH:13]=1.C(N(CC)CC)C. Given the product [Cl:11][C:12]1[CH:13]=[CH:14][C:15]([C:18]2[CH2:23][CH2:22][CH2:21][CH2:20][C:19]=2[CH:24]=[O:25])=[CH:16][CH:17]=1, predict the reactants needed to synthesize it. (3) Given the product [F:13][C:3]1[CH:4]=[CH:5][C:6]([O:8][C@H:9]([CH3:12])[CH2:10][CH3:11])=[CH:7][C:2]=1[CH:16]=[CH2:17], predict the reactants needed to synthesize it. The reactants are: Cl[C:2]1[CH:7]=[C:6]([O:8][C@H:9]([CH3:12])[CH2:10][CH3:11])[CH:5]=[CH:4][C:3]=1[F:13].[F-].[Cs+].[CH2:16]([Sn](CCCC)(CCCC)C=C)[CH2:17]CC. (4) Given the product [Cl:1][C:2]1[CH:9]=[N:8][CH:7]=[C:6]([S:12][CH3:11])[C:3]=1[C:4]#[N:5], predict the reactants needed to synthesize it. The reactants are: [Cl:1][C:2]1[CH:9]=[N:8][CH:7]=[C:6](Cl)[C:3]=1[C:4]#[N:5].[CH3:11][S-:12].[Na+]. (5) The reactants are: ClC1C(NC)=[CH:5][N:4]([C:9]2[CH:10]=[N:11][CH:12]=[CH:13][CH:14]=2)[N:3]=1.[C:15](=O)([O-])[O-].[K+].[K+].[Cl:21][CH2:22][CH2:23][N:24]=[C:25]=[S:26].O.[C:28](#[N:30])[CH3:29]. Given the product [Cl:21][C:22]1[C:23]([N:24]([CH3:15])[C:25]2[S:26][CH2:29][CH2:28][N:30]=2)=[CH:5][N:4]([C:9]2[CH:10]=[N:11][CH:12]=[CH:13][CH:14]=2)[N:3]=1, predict the reactants needed to synthesize it. (6) Given the product [CH2:1]1[C:10]2[C:5](=[CH:6][CH:7]=[CH:8][CH:9]=2)[CH2:4][CH2:3][N:2]1[CH2:11][CH2:12][N:13]1[CH2:15][C:16]2[C:17](=[CH:23][CH:24]=[CH:25][C:26]=2[N+:27]([O-:29])=[O:28])[C:18]1=[O:19], predict the reactants needed to synthesize it. The reactants are: [CH2:1]1[C:10]2[C:5](=[CH:6][CH:7]=[CH:8][CH:9]=2)[CH2:4][CH2:3][N:2]1[CH2:11][CH2:12][NH2:13].Br[CH2:15][C:16]1[C:26]([N+:27]([O-:29])=[O:28])=[CH:25][CH:24]=[CH:23][C:17]=1[C:18](OCC)=[O:19].C([O-])(O)=O.[Na+]. (7) Given the product [CH3:2][N:3]1[CH2:8][CH:7]=[C:6]([C:19]2[CH:46]=[C:22]3[CH2:23][N:24]([C:28]([O:30][CH2:31][C:32]4[CH:37]=[C:36]([C:38]([F:40])([F:41])[F:39])[CH:35]=[C:34]([C:42]([F:44])([F:43])[F:45])[CH:33]=4)=[O:29])[CH2:25][CH2:26][CH2:27][N:21]3[N:20]=2)[CH2:5][CH2:4]1, predict the reactants needed to synthesize it. The reactants are: Cl.[CH3:2][N:3]1[CH2:8][CH:7]=[C:6](B2OC(C)(C)C(C)(C)O2)[CH2:5][CH2:4]1.Br[C:19]1[CH:46]=[C:22]2[CH2:23][N:24]([C:28]([O:30][CH2:31][C:32]3[CH:37]=[C:36]([C:38]([F:41])([F:40])[F:39])[CH:35]=[C:34]([C:42]([F:45])([F:44])[F:43])[CH:33]=3)=[O:29])[CH2:25][CH2:26][CH2:27][N:21]2[N:20]=1.O1CCOCC1.C([O-])(O)=O.[Na+]. (8) The reactants are: [OH-].[K+].[Br:3][C:4]1[CH:9]=[C:8]([CH3:10])[C:7]([CH3:11])=[CH:6][C:5]=1[NH:12]C(=O)C. Given the product [Br:3][C:4]1[CH:9]=[C:8]([CH3:10])[C:7]([CH3:11])=[CH:6][C:5]=1[NH2:12], predict the reactants needed to synthesize it.